Task: Predict the product of the given reaction.. Dataset: Forward reaction prediction with 1.9M reactions from USPTO patents (1976-2016) (1) Given the reactants CC([O-])(C)C.[K+].[Cl:7][C:8]1[CH:13]=[C:12]([NH:14][C:15]([C:17]2[CH:18]=[N:19][N:20]([CH:22]3[CH2:27][CH2:26][CH2:25][CH2:24][O:23]3)[CH:21]=2)=[O:16])[C:11]([I:28])=[CH:10][N:9]=1.[F:29][C:30]([F:41])([F:40])[CH2:31]OS(C(F)(F)F)(=O)=O.C([O-])(O)=O.[Na+], predict the reaction product. The product is: [Cl:7][C:8]1[CH:13]=[C:12]([N:14]([CH2:31][C:30]([F:41])([F:40])[F:29])[C:15]([C:17]2[CH:18]=[N:19][N:20]([CH:22]3[CH2:27][CH2:26][CH2:25][CH2:24][O:23]3)[CH:21]=2)=[O:16])[C:11]([I:28])=[CH:10][N:9]=1. (2) Given the reactants [OH:1][CH:2]([C:37]1[CH:42]=[CH:41][CH:40]=[CH:39][CH:38]=1)[CH2:3][CH2:4][CH2:5][N:6]1[CH2:36][CH2:35][C:9]2([N:13]([C:14]3[CH:19]=[CH:18][CH:17]=[CH:16][CH:15]=3)[CH2:12][N:11]([CH2:20][C:21]3[CH:22]=[C:23]([CH:31]=[CH:32][CH:33]=3)[C:24]([O:26]C(C)(C)C)=[O:25])[C:10]2=[O:34])[CH2:8][CH2:7]1, predict the reaction product. The product is: [OH:1][CH:2]([C:37]1[CH:42]=[CH:41][CH:40]=[CH:39][CH:38]=1)[CH2:3][CH2:4][CH2:5][N:6]1[CH2:7][CH2:8][C:9]2([N:13]([C:14]3[CH:15]=[CH:16][CH:17]=[CH:18][CH:19]=3)[CH2:12][N:11]([CH2:20][C:21]3[CH:22]=[C:23]([CH:31]=[CH:32][CH:33]=3)[C:24]([OH:26])=[O:25])[C:10]2=[O:34])[CH2:35][CH2:36]1. (3) Given the reactants [C:1]1([C:7]([C:15]2[CH:20]=[CH:19][CH:18]=[CH:17][CH:16]=2)([C:9]2[CH:14]=[CH:13][CH:12]=[CH:11][CH:10]=2)O)[CH:6]=[CH:5][CH:4]=[CH:3][CH:2]=1.N[C:22]1[CH:27]=[CH:26][CH:25]=[CH:24][CH:23]=1.Cl, predict the reaction product. The product is: [C:1]1([C:7]([C:22]2[CH:27]=[CH:26][CH:25]=[CH:24][CH:23]=2)([C:15]2[CH:20]=[CH:19][CH:18]=[CH:17][CH:16]=2)[C:9]2[CH:14]=[CH:13][CH:12]=[CH:11][CH:10]=2)[CH:6]=[CH:5][CH:4]=[CH:3][CH:2]=1. (4) The product is: [Br:1][C:2]1[CH:3]=[C:4]([C:10]([C:12]2[C:17]([Cl:18])=[CH:16][C:15]([C:19]([F:22])([F:21])[F:20])=[CH:14][N:13]=2)=[N:24][OH:25])[CH:5]=[CH:6][C:7]=1[O:8][CH3:9]. Given the reactants [Br:1][C:2]1[CH:3]=[C:4]([C:10]([C:12]2[C:17]([Cl:18])=[CH:16][C:15]([C:19]([F:22])([F:21])[F:20])=[CH:14][N:13]=2)=O)[CH:5]=[CH:6][C:7]=1[O:8][CH3:9].Cl.[NH2:24][OH:25], predict the reaction product.